This data is from Full USPTO retrosynthesis dataset with 1.9M reactions from patents (1976-2016). The task is: Predict the reactants needed to synthesize the given product. (1) Given the product [CH3:5][N:4]([CH3:6])[C:3]1[N:7]=[C:13]([CH2:14][S:15][C:16]2[CH:21]=[CH:20][CH:19]=[CH:18][CH:17]=2)[O:1][N:2]=1, predict the reactants needed to synthesize it. The reactants are: [OH:1][NH:2][C:3](=[NH:7])[N:4]([CH3:6])[CH3:5].[H-].[Na+].C(O[C:13](=O)[CH2:14][S:15][C:16]1[CH:21]=[CH:20][CH:19]=[CH:18][CH:17]=1)C. (2) Given the product [Cl:26][C:23]1[CH:24]=[CH:25][C:20]([N:19]2[C:10]3=[C:11]4[C:15](=[C:6]5[N:5]([CH3:27])[CH:4]=[CH:3][C:2]([NH:1][C:35](=[O:37])[CH3:36])=[C:7]5[CH:8]=[N:9]3)[C:14](=[O:16])[NH:13][C:12]4=[CH:17][CH2:18]2)=[CH:21][CH:22]=1, predict the reactants needed to synthesize it. The reactants are: [NH2:1][C:2]1[CH:3]=[CH:4][N:5]([CH3:27])[C:6]2[C:7]=1[CH:8]=[N:9][C:10]1[N:19]([C:20]3[CH:25]=[CH:24][C:23]([Cl:26])=[CH:22][CH:21]=3)[CH2:18][CH:17]=[C:12]3[NH:13][C:14](=[O:16])[C:15]=2[C:11]=13.C(N(CC)CC)C.[C:35](Cl)(=[O:37])[CH3:36].